Dataset: Forward reaction prediction with 1.9M reactions from USPTO patents (1976-2016). Task: Predict the product of the given reaction. (1) Given the reactants [CH3:1][C:2]([NH:4][C:5]1[CH:10]=[CH:9][C:8]([Br:11])=[C:7]([Cl:12])[CH:6]=1)=[O:3].[H-].[Na+].[CH3:15]I, predict the reaction product. The product is: [Br:11][C:8]1[CH:9]=[CH:10][C:5]([N:4]([CH3:15])[C:2](=[O:3])[CH3:1])=[CH:6][C:7]=1[Cl:12]. (2) Given the reactants C(=O)([O-])[O-].[Cs+].[Cs+].C1(P(C2C=CC=CC=2)C2C=CC=CC=2)C=CC=CC=1.Br[C:27]1[CH:32]=[CH:31][C:30]([O:33][CH3:34])=[CH:29][C:28]=1[CH3:35].[CH2:36]([O:38][C:39]([C:41]1[CH:49]=[CH:48][C:44]2[S:45][CH:46]=[CH:47][C:43]=2[CH:42]=1)=[O:40])[CH3:37], predict the reaction product. The product is: [CH2:36]([O:38][C:39]([C:41]1[CH:49]=[CH:48][C:44]2[S:45][C:46]([C:27]3[CH:32]=[CH:31][C:30]([O:33][CH3:34])=[CH:29][C:28]=3[CH3:35])=[CH:47][C:43]=2[CH:42]=1)=[O:40])[CH3:37]. (3) Given the reactants [CH2:1]=O.[CH2:3]([NH:5][CH2:6][CH3:7])[CH3:4].[CH2:8]([OH:11])[C:9]#[CH:10], predict the reaction product. The product is: [CH2:3]([N:5]([CH2:6][CH3:7])[CH2:1][C:10]#[C:9][CH2:8][OH:11])[CH3:4]. (4) The product is: [Br:1][C:9]1[CH:8]=[C:7]([CH3:11])[C:5]([NH2:6])=[C:4]([CH3:3])[CH:10]=1. Given the reactants [Br:1]Br.[CH3:3][C:4]1[CH:10]=[CH:9][CH:8]=[C:7]([CH3:11])[C:5]=1[NH2:6], predict the reaction product. (5) Given the reactants Br[CH2:2][CH2:3][CH2:4][N:5]1[C:13]2[C:8](=[CH:9][C:10]([Cl:14])=[CH:11][CH:12]=2)[CH:7]=[C:6]1[CH2:15][N:16]1[C:20]2=[CH:21][N:22]=[CH:23][CH:24]=[C:19]2[C:18]2([CH2:26][CH2:25]2)[C:17]1=[O:27].C(=O)([O-])[O-].[Cs+].[Cs+].[NH:34]1[CH2:38][CH2:37][C@@H:36]([OH:39])[CH2:35]1, predict the reaction product. The product is: [Cl:14][C:10]1[CH:9]=[C:8]2[C:13](=[CH:12][CH:11]=1)[N:5]([CH2:4][CH2:3][CH2:2][N:34]1[CH2:38][CH2:37][C@@H:36]([OH:39])[CH2:35]1)[C:6]([CH2:15][N:16]1[C:20]3=[CH:21][N:22]=[CH:23][CH:24]=[C:19]3[C:18]3([CH2:25][CH2:26]3)[C:17]1=[O:27])=[CH:7]2. (6) Given the reactants [NH2:1][CH:2]1[CH2:7][CH2:6][N:5]([CH2:8][CH2:9][N:10]2[C:19]3[C:14](=[CH:15][CH:16]=[C:17]([F:20])[CH:18]=3)[N:13]=[CH:12][C:11]2=[O:21])[CH2:4][CH2:3]1.[F:22][C:23]1[CH:24]=[C:25]2[C:29](=[CH:30][CH:31]=1)[NH:28][C:27]([C:32](O)=[O:33])=[CH:26]2.CN(C)CCCN=C=NCC.O.ON1C2C=CC=CC=2N=N1, predict the reaction product. The product is: [F:22][C:23]1[CH:24]=[C:25]2[C:29](=[CH:30][CH:31]=1)[NH:28][C:27]([C:32]([NH:1][CH:2]1[CH2:3][CH2:4][N:5]([CH2:8][CH2:9][N:10]3[C:19]4[C:14](=[CH:15][CH:16]=[C:17]([F:20])[CH:18]=4)[N:13]=[CH:12][C:11]3=[O:21])[CH2:6][CH2:7]1)=[O:33])=[CH:26]2. (7) The product is: [Cl:1][C:2]1[C:3]([C:13]2([F:17])[CH2:15][CH2:14]2)=[N:4][N:5]([CH3:12])[C:6]=1[C:7]([O:9][CH2:10][CH3:11])=[O:8]. Given the reactants [Cl:1][C:2]1[C:3]([C:13]2(Cl)[CH2:15][CH2:14]2)=[N:4][N:5]([CH3:12])[C:6]=1[C:7]([O:9][CH2:10][CH3:11])=[O:8].[F:17]C1(C2C=C(C(OCC)=O)N(C)N=2)CC1.ClN1C(=O)CCC1=O, predict the reaction product.